Dataset: Reaction yield outcomes from USPTO patents with 853,638 reactions. Task: Predict the reaction yield, written as a fraction of the theoretical maximum amount of product (1.0 means a 100% yield; for example, 0.34 means a 34% yield). The reactants are [Cl:1][C:2]1[C:3]([NH:15][C:16]2[S:17][C:18]3[CH:24]=[CH:23][C:22]([F:25])=[CH:21][C:19]=3[N:20]=2)=[CH:4][C:5]([F:14])=[C:6]([CH2:8][C:9]([O:11]CC)=[O:10])[CH:7]=1.[OH-].[Na+]. The catalyst is C1COCC1. The product is [Cl:1][C:2]1[C:3]([NH:15][C:16]2[S:17][C:18]3[CH:24]=[CH:23][C:22]([F:25])=[CH:21][C:19]=3[N:20]=2)=[CH:4][C:5]([F:14])=[C:6]([CH2:8][C:9]([OH:11])=[O:10])[CH:7]=1. The yield is 0.860.